This data is from Reaction yield outcomes from USPTO patents with 853,638 reactions. The task is: Predict the reaction yield, written as a fraction of the theoretical maximum amount of product (1.0 means a 100% yield; for example, 0.34 means a 34% yield). (1) The reactants are [F:1][C:2]1[CH:3]=[C:4]2[C:8](=[CH:9][CH:10]=1)[NH:7][CH:6]=[C:5]2[C@@H:11]1[CH2:16][CH2:15][C@H:14]([NH:17][CH:18]2[CH2:27][C:26]3[C:21](=[CH:22][CH:23]=[CH:24][C:25]=3[O:28][CH3:29])[O:20][CH2:19]2)[CH2:13][CH2:12]1.[CH:30](=O)[CH2:31][CH3:32].C(O)(=O)C.C([BH3-])#N.[Na+]. The catalyst is CO.CCOC(C)=O.CO. The product is [F:1][C:2]1[CH:3]=[C:4]2[C:8](=[CH:9][CH:10]=1)[NH:7][CH:6]=[C:5]2[C@@H:11]1[CH2:16][CH2:15][C@H:14]([N:17]([CH2:30][CH2:31][CH3:32])[CH:18]2[CH2:27][C:26]3[C:21](=[CH:22][CH:23]=[CH:24][C:25]=3[O:28][CH3:29])[O:20][CH2:19]2)[CH2:13][CH2:12]1. The yield is 0.670. (2) The reactants are Cl.CN([CH2:5][CH:6]1[C:18](=[O:19])[C:17]2[C:16]3[C:11](=[CH:12][CH:13]=[CH:14][CH:15]=3)[N:10]([CH3:20])[C:9]=2[CH2:8][CH2:7]1)C.[CH3:21][C:22]1[NH:23][CH:24]=[CH:25][N:26]=1.O. The catalyst is CN(C)C=O. The product is [CH3:21][C:22]1[N:26]([CH2:5][CH:6]2[C:18](=[O:19])[C:17]3[C:16]4[CH:15]=[CH:14][CH:13]=[CH:12][C:11]=4[N:10]([CH3:20])[C:9]=3[CH2:8][CH2:7]2)[CH:25]=[CH:24][N:23]=1. The yield is 0.964. (3) The reactants are [CH:1]1([CH2:4][O:5][C:6]2[CH:11]=[CH:10][C:9]([S:12]([CH3:15])(=[O:14])=[O:13])=[CH:8][C:7]=2[C:16]2[CH:17]=[C:18](I)[C:19](=[O:23])[N:20]([CH3:22])[CH:21]=2)[CH2:3][CH2:2]1.[CH3:25][CH:26]([N:28]1[CH:32]=[C:31]([OH:33])[CH:30]=[N:29]1)[CH3:27].CC(C)(C(=O)CC(=O)C(C)(C)C)C.[O-]P([O-])([O-])=O.[K+].[K+].[K+]. The catalyst is CS(C)=O.[Cu]I. The product is [CH:1]1([CH2:4][O:5][C:6]2[CH:11]=[CH:10][C:9]([S:12]([CH3:15])(=[O:14])=[O:13])=[CH:8][C:7]=2[C:16]2[CH:17]=[C:18]([O:33][C:31]3[CH:30]=[N:29][N:28]([CH:26]([CH3:27])[CH3:25])[CH:32]=3)[C:19](=[O:23])[N:20]([CH3:22])[CH:21]=2)[CH2:3][CH2:2]1. The yield is 0.400. (4) The reactants are [CH3:1][C:2]1[CH:20]=[CH:19][C:5]2[N:6]=[C:7]([O:9][C:10]3[CH:15]=[CH:14][C:13]([CH2:16][CH2:17]O)=[CH:12][CH:11]=3)[S:8][C:4]=2[CH:3]=1.CN(C1C=CC=CN=1)C.CCN(C(C)C)C(C)C.[CH3:39][S:40](Cl)(=[O:42])=[O:41]. The yield is 0.850. The product is [CH3:39][S:40]([CH2:17][CH2:16][C:13]1[CH:14]=[CH:15][C:10]([O:9][C:7]2[S:8][C:4]3[CH:3]=[C:2]([CH3:1])[CH:20]=[CH:19][C:5]=3[N:6]=2)=[CH:11][CH:12]=1)(=[O:42])=[O:41]. The catalyst is C(Cl)Cl. (5) The reactants are [C:1]([CH2:3][N:4]1[C:12]2[CH2:11][C:10]([F:14])([F:13])[CH2:9][CH2:8][C:7]=2[CH:6]=[C:5]1[C:15]([O:17][CH2:18][CH3:19])=[O:16])#[N:2].[BH4-].[Na+]. The catalyst is C(O)C. The product is [NH2:2][CH2:1][CH2:3][N:4]1[C:12]2[CH2:11][C:10]([F:14])([F:13])[CH2:9][CH2:8][C:7]=2[CH:6]=[C:5]1[C:15]([O:17][CH2:18][CH3:19])=[O:16]. The yield is 0.210. (6) The reactants are [Cl:1][C:2]1[CH:17]=[CH:16][CH:15]=[C:14]([N+:18]([O-])=O)[C:3]=1[C:4]([NH:6][C:7]1[CH:12]=[CH:11][C:10]([F:13])=[CH:9][CH:8]=1)=[O:5].C([O-])=O.[NH4+]. The catalyst is C(O)C.O.[Fe]. The product is [NH2:18][C:14]1[CH:15]=[CH:16][CH:17]=[C:2]([Cl:1])[C:3]=1[C:4]([NH:6][C:7]1[CH:8]=[CH:9][C:10]([F:13])=[CH:11][CH:12]=1)=[O:5]. The yield is 0.551. (7) The reactants are C(OC([NH:8][C:9]1[CH:14]=[CH:13][CH:12]=[CH:11][C:10]=1[NH:15][C:16](=[O:30])[C:17]1[CH:22]=[CH:21][C:20]([N:23]2[CH2:28][CH2:27][N:26]([CH3:29])[CH2:25][CH2:24]2)=[CH:19][CH:18]=1)=O)(C)(C)C.C(OCC)C. The catalyst is Cl. The product is [NH2:8][C:9]1[CH:14]=[CH:13][CH:12]=[CH:11][C:10]=1[NH:15][C:16](=[O:30])[C:17]1[CH:18]=[CH:19][C:20]([N:23]2[CH2:24][CH2:25][N:26]([CH3:29])[CH2:27][CH2:28]2)=[CH:21][CH:22]=1. The yield is 0.110.